This data is from Forward reaction prediction with 1.9M reactions from USPTO patents (1976-2016). The task is: Predict the product of the given reaction. (1) Given the reactants [CH3:1][N:2]1[CH2:16][CH2:15][C:5]2[NH:6][C:7]3[CH:8]=[CH:9][C:10]([CH3:14])=[C:11]([CH3:13])[C:12]=3[C:4]=2[CH2:3]1.[H-].[Na+].[CH3:19][C:20]1([C:23]2[CH:24]=[N:25][CH:26]=[CH:27][CH:28]=2)[CH2:22][O:21]1, predict the reaction product. The product is: [N:25]1[CH:26]=[CH:27][CH:28]=[C:23]([C:20]([OH:21])([CH3:22])[CH2:19][N:6]2[C:7]3[CH:8]=[CH:9][C:10]([CH3:14])=[C:11]([CH3:13])[C:12]=3[C:4]3[CH2:3][N:2]([CH3:1])[CH2:16][CH2:15][C:5]2=3)[CH:24]=1. (2) Given the reactants S(=O)(=O)(O)O.[F:6][C:7]1[CH:12]=[C:11]([N+:13]([O-:15])=[O:14])[CH:10]=[CH:9]C=1C.[C:17]([OH:20])(=[O:19])[CH3:18], predict the reaction product. The product is: [F:6][C:7]1[CH:12]=[C:11]([N+:13]([O-:15])=[O:14])[CH:10]=[CH:9][C:18]=1[C:17]([OH:20])=[O:19]. (3) Given the reactants [F:1][C:2]1[CH:10]=[C:9]2[C:5]([CH2:6][C:7](=[O:11])[NH:8]2)=[CH:4][CH:3]=1.[O:12]=[C:13]1[C:18]2=[CH:19][NH:20][C:21]([CH:22]=O)=[C:17]2[CH2:16][CH2:15][O:14]1, predict the reaction product. The product is: [F:1][C:2]1[CH:10]=[C:9]2[C:5]([C:6](=[CH:22][C:21]3[NH:20][CH:19]=[C:18]4[C:13](=[O:12])[O:14][CH2:15][CH2:16][C:17]=34)[C:7](=[O:11])[NH:8]2)=[CH:4][CH:3]=1. (4) The product is: [CH3:26][NH:27][C:52]([CH:50]1[CH2:51][CH2:54][CH2:53][N:49]1[C:6](=[O:8])[C:5]1[CH:9]=[CH:10][C:2]([Cl:1])=[CH:3][C:4]=1[NH:11][S:12]([C:15]1[CH:20]=[CH:19][C:18]([Cl:21])=[C:17]([C:22]([F:25])([F:23])[F:24])[CH:16]=1)(=[O:14])=[O:13])=[O:32]. Given the reactants [Cl:1][C:2]1[CH:10]=[CH:9][C:5]([C:6]([OH:8])=O)=[C:4]([NH:11][S:12]([C:15]2[CH:20]=[CH:19][C:18]([Cl:21])=[C:17]([C:22]([F:25])([F:24])[F:23])[CH:16]=2)(=[O:14])=[O:13])[CH:3]=1.[CH3:26][NH2:27].CCCP1(OP(CCC)(=O)OP(CCC)(=O)O1)=[O:32].C([N:49]([CH2:53][CH3:54])[CH:50]([CH3:52])[CH3:51])(C)C, predict the reaction product.